From a dataset of Reaction yield outcomes from USPTO patents with 853,638 reactions. Predict the reaction yield, written as a fraction of the theoretical maximum amount of product (1.0 means a 100% yield; for example, 0.34 means a 34% yield). (1) The reactants are [NH2:1][C:2]1[CH:7]=[CH:6][CH:5]=[C:4]([NH2:8])[N:3]=1.[Cl:9][C:10]1[CH:15]=[C:14](Cl)[N:13]=[CH:12][N:11]=1. The catalyst is C(O)CCC. The product is [Cl:9][C:10]1[N:11]=[CH:12][N:13]=[C:14]([NH:1][C:2]2[CH:7]=[CH:6][CH:5]=[C:4]([NH2:8])[N:3]=2)[CH:15]=1. The yield is 0.360. (2) The reactants are [C:1]1([S:7]([CH2:10][C:11]2([C:15]3[CH:20]=[CH:19][C:18]([CH2:21][CH2:22][OH:23])=[CH:17][CH:16]=3)[CH2:14][O:13][CH2:12]2)(=[O:9])=[O:8])[CH:6]=[CH:5][CH:4]=[CH:3][CH:2]=1.[C:24]1([CH3:34])[CH:29]=[CH:28][C:27]([S:30](Cl)(=[O:32])=[O:31])=[CH:26][CH:25]=1. The catalyst is C(Cl)Cl. The product is [CH3:34][C:24]1[CH:29]=[CH:28][C:27]([S:30]([O:23][CH2:22][CH2:21][C:18]2[CH:17]=[CH:16][C:15]([C:11]3([CH2:10][S:7]([C:1]4[CH:2]=[CH:3][CH:4]=[CH:5][CH:6]=4)(=[O:8])=[O:9])[CH2:14][O:13][CH2:12]3)=[CH:20][CH:19]=2)(=[O:32])=[O:31])=[CH:26][CH:25]=1. The yield is 0.270. (3) The reactants are [H-].[Na+].[NH:3]1[CH:7]=[CH:6][C:5]([N:8]2C(=O)C3C(=CC=CC=3)C2=O)=[N:4]1.Cl[CH2:20][C:21]1[CH:22]=[N:23][CH:24]=[CH:25][CH:26]=1. The catalyst is CN(C=O)C. The product is [N:23]1[CH:24]=[CH:25][CH:26]=[C:21]([CH2:20][N:3]2[CH:7]=[CH:6][C:5]([NH2:8])=[N:4]2)[CH:22]=1. The yield is 0.620. (4) The reactants are [CH:1]1([NH:4][C:5](=[O:23])[C:6]2[CH:11]=[CH:10][C:9]([CH3:12])=[C:8]([NH:13][C:14](=[O:22])[C:15]3[CH:20]=[CH:19][C:18]([OH:21])=[CH:17][CH:16]=3)[CH:7]=2)[CH2:3][CH2:2]1.C(=O)([O-])[O-].[K+].[K+].Cl.Cl[CH2:32][C:33]1[CH:38]=[CH:37][CH:36]=[CH:35][N:34]=1.C(OCC)(=O)C. The catalyst is CN(C=O)C. The product is [CH:1]1([NH:4][C:5](=[O:23])[C:6]2[CH:11]=[CH:10][C:9]([CH3:12])=[C:8]([NH:13][C:14](=[O:22])[C:15]3[CH:16]=[CH:17][C:18]([O:21][CH2:32][C:33]4[CH:38]=[CH:37][CH:36]=[CH:35][N:34]=4)=[CH:19][CH:20]=3)[CH:7]=2)[CH2:2][CH2:3]1. The yield is 0.600. (5) The reactants are [CH:1]([N-]C(C)C)(C)C.[Li+].[C:9](#[N:12])[CH2:10][CH3:11].P(Cl)(OCC)([O:15][CH2:16]C)=O.O=[C:23]1[C:29]2[CH:30]=[CH:31][C:32]([C:34]([OH:36])=[O:35])=[CH:33][C:28]=2CC[C:25]2[CH:37]=[CH:38][CH:39]=[CH:40][C:24]1=2. The catalyst is C1COCC1.O.C(OCC)(=O)C. The product is [C:9](/[C:10](=[C:23]1/[C:29]2[CH:30]=[CH:31][C:32]([C:34]([O:36][CH3:1])=[O:35])=[CH:33][C:28]=2[O:15][CH2:16][C:25]2[CH:37]=[CH:38][CH:39]=[CH:40][C:24]/1=2)/[CH3:11])#[N:12].[C:9](/[C:10](=[C:23]1\[C:29]2[CH:30]=[CH:31][C:32]([C:34]([O:36][CH3:1])=[O:35])=[CH:33][C:28]=2[O:15][CH2:16][C:25]2[CH:37]=[CH:38][CH:39]=[CH:40][C:24]\1=2)/[CH3:11])#[N:12]. The yield is 0.526. (6) The reactants are Cl.[CH2:2]([O:9][C:10]1[CH:19]=[C:18]2[C:13]([C:14]([Cl:20])=[N:15][CH:16]=[N:17]2)=[CH:12][C:11]=1[O:21][CH3:22])[C:3]1[CH:8]=[CH:7][CH:6]=[CH:5][CH:4]=1.[Br:23][C:24]1[CH:30]=[CH:29][C:27]([NH2:28])=[C:26]([F:31])[CH:25]=1. The catalyst is CC(O)C. The product is [ClH:20].[CH2:2]([O:9][C:10]1[CH:19]=[C:18]2[C:13]([C:14]([NH:28][C:27]3[CH:29]=[CH:30][C:24]([Br:23])=[CH:25][C:26]=3[F:31])=[N:15][CH:16]=[N:17]2)=[CH:12][C:11]=1[O:21][CH3:22])[C:3]1[CH:8]=[CH:7][CH:6]=[CH:5][CH:4]=1. The yield is 0.780. (7) The product is [CH3:36][O:37][C:38]1[CH:46]=[CH:45][C:41]([C:42]([O:1][CH2:2][CH2:3][O:4][C:5]2[CH:10]=[CH:9][C:8]([CH:11]3[CH2:16][CH2:15][N:14]([C:17]([O:19][C:20]([CH3:23])([CH3:21])[CH3:22])=[O:18])[CH2:13][CH:12]3[O:24][CH2:25][C:26]3[CH:35]=[CH:34][C:33]4[C:28](=[CH:29][CH:30]=[CH:31][CH:32]=4)[CH:27]=3)=[CH:7][CH:6]=2)=[O:43])=[CH:40][CH:39]=1. The reactants are [OH:1][CH2:2][CH2:3][O:4][C:5]1[CH:10]=[CH:9][C:8]([CH:11]2[CH2:16][CH2:15][N:14]([C:17]([O:19][C:20]([CH3:23])([CH3:22])[CH3:21])=[O:18])[CH2:13][CH:12]2[O:24][CH2:25][C:26]2[CH:35]=[CH:34][C:33]3[C:28](=[CH:29][CH:30]=[CH:31][CH:32]=3)[CH:27]=2)=[CH:7][CH:6]=1.[CH3:36][O:37][C:38]1[CH:46]=[CH:45][C:41]([C:42](Cl)=[O:43])=[CH:40][CH:39]=1.C(N(CC)CC)C. The catalyst is CN(C)C1C=CN=CC=1.C(Cl)Cl. The yield is 0.510.